From a dataset of Full USPTO retrosynthesis dataset with 1.9M reactions from patents (1976-2016). Predict the reactants needed to synthesize the given product. (1) Given the product [CH2:18]([CH:15]1[CH2:16][CH2:17][N:12]([C:10](=[O:11])[C:9]([NH:8][C:4]2[CH:5]=[CH:6][CH:7]=[C:2]([NH:1][S:33]([CH3:32])(=[O:35])=[O:34])[CH:3]=2)=[O:25])[CH2:13][CH2:14]1)[C:19]1[CH:20]=[CH:21][CH:22]=[CH:23][CH:24]=1, predict the reactants needed to synthesize it. The reactants are: [NH2:1][C:2]1[CH:3]=[C:4]([NH:8][C:9](=[O:25])[C:10]([N:12]2[CH2:17][CH2:16][CH:15]([CH2:18][C:19]3[CH:24]=[CH:23][CH:22]=[CH:21][CH:20]=3)[CH2:14][CH2:13]2)=[O:11])[CH:5]=[CH:6][CH:7]=1.N1C=CC=CC=1.[CH3:32][S:33](Cl)(=[O:35])=[O:34].C(=O)([O-])O.[Na+]. (2) Given the product [NH2:1][C@@H:4]1[CH2:9][N:8]([C:10]([O:12][C:13]([CH3:14])([CH3:16])[CH3:15])=[O:11])[C@@H:7]([CH2:17][CH2:18][C:19]2[C:28]3[C:23](=[CH:24][CH:25]=[C:26]([O:29][CH3:30])[N:27]=3)[N:22]=[CH:21][C:20]=2[F:31])[CH2:6][CH2:5]1, predict the reactants needed to synthesize it. The reactants are: [N:1]([C@@H:4]1[CH2:9][N:8]([C:10]([O:12][C:13]([CH3:16])([CH3:15])[CH3:14])=[O:11])[C@@H:7]([CH2:17][CH2:18][C:19]2[C:28]3[C:23](=[CH:24][CH:25]=[C:26]([O:29][CH3:30])[N:27]=3)[N:22]=[CH:21][C:20]=2[F:31])[CH2:6][CH2:5]1)=[N+]=[N-]. (3) Given the product [CH2:10]([N:1]1[C:9]2[C:4](=[CH:5][CH:6]=[CH:7][CH:8]=2)[CH:3]=[CH:2]1)[C:11]1[CH:16]=[CH:15][CH:14]=[CH:13][CH:12]=1, predict the reactants needed to synthesize it. The reactants are: [NH:1]1[C:9]2[C:4](=[CH:5][CH:6]=[CH:7][CH:8]=2)[CH:3]=[CH:2]1.[CH2:10](Cl)[C:11]1[CH:16]=[CH:15][CH:14]=[CH:13][CH:12]=1.[OH-].[K+].